Dataset: Catalyst prediction with 721,799 reactions and 888 catalyst types from USPTO. Task: Predict which catalyst facilitates the given reaction. Reactant: [CH2:1]([O:3][C:4]1[CH:28]=[C:27]([F:29])[C:7]([CH2:8][N:9]2[C:17]3[C:12](=[CH:13][CH:14]=[CH:15][CH:16]=3)[C:11]([C:18]3[N:23]=[C:22]([NH2:24])[C:21]([NH2:25])=[C:20]([NH2:26])[N:19]=3)=[N:10]2)=[C:6]([F:30])[CH:5]=1)[CH3:2].C(N(CC)CC)C.[CH2:38]([S:40](Cl)(=[O:42])=[O:41])[CH3:39].Cl. Product: [NH2:26][C:20]1[C:21]([NH:25][S:40]([CH2:38][CH3:39])(=[O:42])=[O:41])=[C:22]([NH2:24])[N:23]=[C:18]([C:11]2[C:12]3[C:17](=[CH:16][CH:15]=[CH:14][CH:13]=3)[N:9]([CH2:8][C:7]3[C:6]([F:30])=[CH:5][C:4]([O:3][CH2:1][CH3:2])=[CH:28][C:27]=3[F:29])[N:10]=2)[N:19]=1. The catalyst class is: 35.